Dataset: Forward reaction prediction with 1.9M reactions from USPTO patents (1976-2016). Task: Predict the product of the given reaction. Given the reactants NC1C=C2C(=CC=1N)N=CC(C#N)=C2NC1C=C(OC)C=CC=1C.[NH2:25][C:26]1[CH:35]=[C:34]2[C:29]([C:30]([NH:38][C:39]3[CH:44]=[C:43]([O:45][CH3:46])[CH:42]=[CH:41][C:40]=3[CH3:47])=[C:31]([C:36]#[N:37])[CH:32]=[N:33]2)=[CH:28][C:27]=1[NH:48][C:49]([NH:51][CH2:52][CH2:53][N:54]1[CH2:59][CH2:58][O:57][CH2:56][CH2:55]1)=S.NC1C=C2C(=CC=1NC(NCCN1CCOCC1)=S)N=CC(C#N)=C2NC1C=C(OC)C=CC=1C.[S], predict the reaction product. The product is: [CH3:46][O:45][C:43]1[CH:42]=[CH:41][C:40]([CH3:47])=[C:39]([CH:44]=1)[NH:38][C:30]1[C:29]2[CH:28]=[C:27]3[N:48]=[C:49]([NH:51][CH2:52][CH2:53][N:54]4[CH2:59][CH2:58][O:57][CH2:56][CH2:55]4)[N:25]=[C:26]3[CH2:35][C:34]=2[N:33]=[CH:32][C:31]=1[C:36]#[N:37].